Dataset: Forward reaction prediction with 1.9M reactions from USPTO patents (1976-2016). Task: Predict the product of the given reaction. Given the reactants [F:1][C:2]1([F:14])[CH2:8][CH2:7][C:6]2[CH:9]=[C:10]([NH2:13])[CH:11]=[CH:12][C:5]=2[CH2:4][CH2:3]1.Cl[C:16]1[N:21]=[C:20]([NH:22][C:23]2[CH:28]=[CH:27][C:26]([N:29]3[CH2:34][CH2:33][O:32][CH2:31][CH2:30]3)=[CH:25][C:24]=2[O:35][CH3:36])[C:19]([Cl:37])=[CH:18][N:17]=1.C(O)(C)C.Cl.O1CCOCC1, predict the reaction product. The product is: [Cl:37][C:19]1[C:20]([NH:22][C:23]2[CH:28]=[CH:27][C:26]([N:29]3[CH2:30][CH2:31][O:32][CH2:33][CH2:34]3)=[CH:25][C:24]=2[O:35][CH3:36])=[N:21][C:16]([NH:13][C:10]2[CH:11]=[CH:12][C:5]3[CH2:4][CH2:3][C:2]([F:14])([F:1])[CH2:8][CH2:7][C:6]=3[CH:9]=2)=[N:17][CH:18]=1.